Dataset: Reaction yield outcomes from USPTO patents with 853,638 reactions. Task: Predict the reaction yield, written as a fraction of the theoretical maximum amount of product (1.0 means a 100% yield; for example, 0.34 means a 34% yield). The reactants are Br[C:2]1[CH:7]=[CH:6][CH:5]=[CH:4][N:3]=1.[CH2:8]([C:12]1[CH:21]=[CH:20][C:19]2[C:14](=[CH:15][CH:16]=[CH:17][CH:18]=2)[N:13]=1)[CH2:9][C:10]#[CH:11]. No catalyst specified. The product is [N:3]1[CH:4]=[CH:5][CH:6]=[CH:7][C:2]=1[C:11]#[C:10][CH2:9][CH2:8][C:12]1[CH:21]=[CH:20][C:19]2[C:14](=[CH:15][CH:16]=[CH:17][CH:18]=2)[N:13]=1. The yield is 0.520.